From a dataset of Forward reaction prediction with 1.9M reactions from USPTO patents (1976-2016). Predict the product of the given reaction. Given the reactants [Cl:1][C:2]1[C:3]([F:10])=[C:4]([CH:7]=[CH:8][CH:9]=1)[CH:5]=[O:6].[CH:11]([Mg]Br)=[CH2:12], predict the reaction product. The product is: [Cl:1][C:2]1[C:3]([F:10])=[C:4]([CH:5]([OH:6])[CH:11]=[CH2:12])[CH:7]=[CH:8][CH:9]=1.